Dataset: Reaction yield outcomes from USPTO patents with 853,638 reactions. Task: Predict the reaction yield, written as a fraction of the theoretical maximum amount of product (1.0 means a 100% yield; for example, 0.34 means a 34% yield). (1) The reactants are [F:1][C:2]1[C:3]([CH:9]2[CH2:13][CH2:12][CH2:11][O:10]2)=[C:4]([CH:6]=[CH:7][CH:8]=1)[NH2:5].[Br:14]N1C(=O)CCC1=O. The catalyst is C(OC)(C)(C)C.C(#N)C.CCCCCC. The product is [Br:14][C:8]1[CH:7]=[CH:6][C:4]([NH2:5])=[C:3]([CH:9]2[CH2:13][CH2:12][CH2:11][O:10]2)[C:2]=1[F:1]. The yield is 0.900. (2) The reactants are [H-].[Na+].[CH2:3]([O:10][C@H:11]([CH3:15])[C@H:12]([OH:14])[CH3:13])[C:4]1[CH:9]=[CH:8][CH:7]=[CH:6][CH:5]=1.[Cl:16][C:17]1[N:22]=[C:21](Cl)[C:20]([I:24])=[CH:19][N:18]=1.[Cl-].[Na+]. The catalyst is C(OCC)C.CCCCCC.C(OCC)(=O)C. The product is [CH2:3]([O:10][C@H:11]([CH3:15])[C@@H:12]([CH3:13])[O:14][C:19]1[C:20]([I:24])=[CH:21][N:22]=[C:17]([Cl:16])[N:18]=1)[C:4]1[CH:9]=[CH:8][CH:7]=[CH:6][CH:5]=1. The yield is 0.410. (3) The reactants are [OH-].[Na+].[CH3:3][C:4]1[CH:9]=[C:8]([CH3:10])[CH:7]=[CH:6][C:5]=1[C:11]1[CH:20]=[CH:19][CH:18]=[C:17]([N+:21]([O-])=O)[C:12]=1[C:13]([NH:15][CH3:16])=[O:14]. The catalyst is O.CO.[Zn]. The product is [CH3:3][C:4]1[CH:9]=[C:8]([CH3:10])[CH:7]=[CH:6][C:5]=1[C:11]1[CH:20]=[CH:19][CH:18]=[C:17]2[C:12]=1[C:13](=[O:14])[N:15]([CH3:16])[NH:21]2. The yield is 0.220. (4) The reactants are C(O)(C(F)(F)F)=O.[C:8]([C:10]1[N:11]=[CH:12][C:13]([NH:16][C:17]2[CH:22]=[C:21]([NH:23][CH2:24][CH:25]3[CH2:30][CH2:29][N:28](C(OC(C)(C)C)=O)[CH2:27][CH2:26]3)[C:20]([C:38]#[C:39][C:40]([OH:43])([CH3:42])[CH3:41])=[CH:19][N:18]=2)=[N:14][CH:15]=1)#[N:9]. The catalyst is ClCCl. The product is [OH:43][C:40]([CH3:42])([CH3:41])[C:39]#[C:38][C:20]1[C:21]([NH:23][CH2:24][CH:25]2[CH2:26][CH2:27][NH:28][CH2:29][CH2:30]2)=[CH:22][C:17]([NH:16][C:13]2[N:14]=[CH:15][C:10]([C:8]#[N:9])=[N:11][CH:12]=2)=[N:18][CH:19]=1. The yield is 0.500. (5) The reactants are [CH:1]1([C:4]2[N:9]3[N:10]=[CH:11][C:12]([C:13]#[CH:14])=[C:8]3[N:7]=[C:6]([C:15]3[CH:20]=[CH:19][C:18]([C:21]([F:24])([F:23])[F:22])=[CH:17][CH:16]=3)[CH:5]=2)[CH2:3][CH2:2]1.[NH2:25][C:26]1[CH:31]=[CH:30][C:29](Br)=[CH:28][N:27]=1. No catalyst specified. The product is [CH:1]1([C:4]2[N:9]3[N:10]=[CH:11][C:12]([C:13]#[C:14][C:29]4[CH:30]=[CH:31][C:26]([NH2:25])=[N:27][CH:28]=4)=[C:8]3[N:7]=[C:6]([C:15]3[CH:16]=[CH:17][C:18]([C:21]([F:22])([F:23])[F:24])=[CH:19][CH:20]=3)[CH:5]=2)[CH2:3][CH2:2]1. The yield is 0.0900. (6) The reactants are C([O:8][C:9]1[CH:18]=[C:17]2[C:12]([C:13]([O:19][C:20]3[CH:25]=[CH:24][C:23]([NH:26][C:27]([C:29]4[S:30][CH:31]=[CH:32][CH:33]=4)=[O:28])=[CH:22][CH:21]=3)=[CH:14][CH:15]=[N:16]2)=[CH:11][C:10]=1[O:34][CH3:35])C1C=CC=CC=1.C1(SC)C=CC=CC=1. The catalyst is C(O)(C(F)(F)F)=O. The product is [OH:8][C:9]1[CH:18]=[C:17]2[C:12]([C:13]([O:19][C:20]3[CH:25]=[CH:24][C:23]([NH:26][C:27]([C:29]4[S:30][CH:31]=[CH:32][CH:33]=4)=[O:28])=[CH:22][CH:21]=3)=[CH:14][CH:15]=[N:16]2)=[CH:11][C:10]=1[O:34][CH3:35]. The yield is 0.850. (7) The reactants are [CH3:1][N:2]1[CH:6]=[C:5]([CH3:7])[C:4]([C:8]([O:10]CC)=[O:9])=[N:3]1.[OH-].[Na+]. The catalyst is C(O)C. The product is [CH3:1][N:2]1[CH:6]=[C:5]([CH3:7])[C:4]([C:8]([OH:10])=[O:9])=[N:3]1. The yield is 0.410. (8) The reactants are [OH:1][C:2]1[CH:7]=[CH:6][C:5]([OH:8])=[CH:4][C:3]=1[C:9](=[O:11])[CH3:10].C(=O)([O-])[O-].[K+].[K+].[F:18][C:19]1[CH:26]=[CH:25][C:22]([CH2:23]Br)=[CH:21][CH:20]=1. The catalyst is C(#N)C. The product is [F:18][C:19]1[CH:26]=[CH:25][C:22]([CH2:23][O:8][C:5]2[CH:6]=[CH:7][C:2]([OH:1])=[C:3]([C:9](=[O:11])[CH3:10])[CH:4]=2)=[CH:21][CH:20]=1. The yield is 0.770.